Dataset: Reaction yield outcomes from USPTO patents with 853,638 reactions. Task: Predict the reaction yield, written as a fraction of the theoretical maximum amount of product (1.0 means a 100% yield; for example, 0.34 means a 34% yield). (1) The reactants are [CH2:1]([O:8][C:9]1[N:14]=[CH:13][C:12]([C:15]2[CH:20]=[CH:19][C:18]([CH2:21][C:22]([NH2:24])=[O:23])=[CH:17][C:16]=2[F:25])=[C:11]([O:26][CH2:27][CH3:28])[CH:10]=1)[C:2]1[CH:7]=[CH:6][CH:5]=[CH:4][CH:3]=1.Br[C:30]1[CH:37]=[CH:36][C:33]([C:34]#[N:35])=[C:32]([C:38]([F:41])([F:40])[F:39])[CH:31]=1.CC1(C)C2C(=C(P(C3C=CC=CC=3)C3C=CC=CC=3)C=CC=2)OC2C(P(C3C=CC=CC=3)C3C=CC=CC=3)=CC=CC1=2.C([O-])([O-])=O.[Cs+].[Cs+]. The catalyst is O1CCOCC1.C1C=CC(/C=C/C(/C=C/C2C=CC=CC=2)=O)=CC=1.C1C=CC(/C=C/C(/C=C/C2C=CC=CC=2)=O)=CC=1.C1C=CC(/C=C/C(/C=C/C2C=CC=CC=2)=O)=CC=1.[Pd].[Pd]. The product is [CH2:1]([O:8][C:9]1[N:14]=[CH:13][C:12]([C:15]2[CH:20]=[CH:19][C:18]([CH2:21][C:22]([NH:24][C:30]3[CH:37]=[CH:36][C:33]([C:34]#[N:35])=[C:32]([C:38]([F:39])([F:40])[F:41])[CH:31]=3)=[O:23])=[CH:17][C:16]=2[F:25])=[C:11]([O:26][CH2:27][CH3:28])[CH:10]=1)[C:2]1[CH:3]=[CH:4][CH:5]=[CH:6][CH:7]=1. The yield is 0.285. (2) The reactants are [S:1]1[C:5]2[CH:6]=[CH:7][CH:8]=[CH:9][C:4]=2[N:3]=[C:2]1[CH2:10][N:11]1[CH2:16][CH2:15][N:14]([C:17]2[CH:22]=[CH:21][CH:20]=[CH:19][C:18]=2[OH:23])[CH2:13][CH2:12]1.C(=O)([O-])[O-].[Cs+].[Cs+].Br[CH2:31][CH2:32][O:33][Si:34]([C:37]([CH3:40])([CH3:39])[CH3:38])([CH3:36])[CH3:35].C(N(CC)CC)C. The catalyst is C(#N)C. The product is [Si:34]([O:33][CH2:32][CH2:31][O:23][C:18]1[CH:19]=[CH:20][CH:21]=[CH:22][C:17]=1[N:14]1[CH2:13][CH2:12][N:11]([CH2:10][C:2]2[S:1][C:5]3[CH:6]=[CH:7][CH:8]=[CH:9][C:4]=3[N:3]=2)[CH2:16][CH2:15]1)([C:37]([CH3:40])([CH3:39])[CH3:38])([CH3:36])[CH3:35]. The yield is 0.340. (3) The product is [Cl:14][C:15]1[CH:20]=[CH:19][C:18]([NH:1][C@@H:2]2[CH2:6][CH2:5][N:4]([C:7]([O:9][C:10]([CH3:13])([CH3:12])[CH3:11])=[O:8])[CH2:3]2)=[C:17]([N+:22]([O-:24])=[O:23])[CH:16]=1. The reactants are [NH2:1][C@@H:2]1[CH2:6][CH2:5][N:4]([C:7]([O:9][C:10]([CH3:13])([CH3:12])[CH3:11])=[O:8])[CH2:3]1.[Cl:14][C:15]1[CH:20]=[CH:19][C:18](F)=[C:17]([N+:22]([O-:24])=[O:23])[CH:16]=1.C(=O)([O-])[O-].[K+].[K+]. The catalyst is C(#N)C. The yield is 0.727. (4) The reactants are [Cl:1][C:2]1[CH:7]=[CH:6][CH:5]=[C:4]([Cl:8])[C:3]=1[C:9]1[C:18]2[O:17][CH:16]([CH2:19][N:20]3[C:28](=[O:29])[C:27]4[C:22](=[CH:23][CH:24]=[CH:25][CH:26]=4)[C:21]3=[O:30])[CH2:15][S:14][C:13]=2[CH:12]=[C:11]([F:31])[CH:10]=1.C1C=C(Cl)C=C(C(OO)=[O:40])C=1. The catalyst is CCOC(C)=O. The product is [Cl:8][C:4]1[CH:5]=[CH:6][CH:7]=[C:2]([Cl:1])[C:3]=1[C:9]1[C:18]2[O:17][CH:16]([CH2:19][N:20]3[C:28](=[O:29])[C:27]4[C:22](=[CH:23][CH:24]=[CH:25][CH:26]=4)[C:21]3=[O:30])[CH2:15][S:14](=[O:40])[C:13]=2[CH:12]=[C:11]([F:31])[CH:10]=1. The yield is 0.620. (5) The reactants are [N+:1]([C:4]1[CH:5]=[C:6]2[C:11](=[CH:12][CH:13]=1)[NH:10][C:9](=[O:14])[N:8]([CH2:15][CH:16]1[CH2:19][O:18][CH2:17]1)[C:7]2=[O:20])([O-:3])=[O:2].C(=O)([O-])[O-].[K+].[K+].[CH2:27](I)[CH3:28].O. The catalyst is CN(C=O)C. The product is [CH2:27]([N:10]1[C:11]2[C:6](=[CH:5][C:4]([N+:1]([O-:3])=[O:2])=[CH:13][CH:12]=2)[C:7](=[O:20])[N:8]([CH2:15][CH:16]2[CH2:17][O:18][CH2:19]2)[C:9]1=[O:14])[CH3:28]. The yield is 0.820. (6) The yield is 0.700. The catalyst is ClCCl.C([O-])(=O)C.[Rh+2].C([O-])(=O)C. The reactants are [CH2:1]=[CH:2][CH2:3][CH2:4][CH2:5][CH3:6].[Br:7][C:8]1[CH:9]=[C:10]2[C:14](=[CH:15][CH:16]=1)[NH:13][C:12](=[O:17])[C:11]2=[N+]=[N-]. The product is [Br:7][C:8]1[CH:9]=[C:10]2[C:14](=[CH:15][CH:16]=1)[NH:13][C:12](=[O:17])[C:11]12[CH2:1][CH:2]1[CH2:3][CH2:4][CH2:5][CH3:6]. (7) The reactants are [F:1][C:2]1[CH:10]=[C:9]2[C:5]([C:6]([NH2:11])=[N:7][NH:8]2)=[CH:4][CH:3]=1.[C:12](N1C=CC=CC1=O)(N1C=CC=CC1=O)=[S:13]. The catalyst is ClCCl. The product is [F:1][C:2]1[CH:10]=[C:9]2[C:5]([C:6]([N:11]=[C:12]=[S:13])=[N:7][NH:8]2)=[CH:4][CH:3]=1. The yield is 0.730. (8) The product is [O:40]=[S:2]1(=[O:1])[CH2:7][CH2:6][N:5]([CH2:8][C:9]2[CH:10]=[CH:11][C:12]([NH:15][C:16]([C:17]3[CH:18]=[CH:19][C:20]([C:23]4[CH:24]=[CH:25][C:26]([C:29]5[NH:33][C:32]([C@@H:34]6[CH2:38][CH2:37][CH2:36][N:35]6[C:47]([C@@H:46]([NH:45][C:43](=[O:44])[O:42][CH3:41])[CH:50]([CH3:52])[CH3:51])=[O:48])=[N:31][CH:30]=5)=[CH:27][CH:28]=4)=[CH:21][CH:22]=3)=[O:39])=[CH:13][CH:14]=2)[CH2:4][CH2:3]1. The reactants are [O:1]=[S:2]1(=[O:40])[CH2:7][CH2:6][N:5]([CH2:8][C:9]2[CH:14]=[CH:13][C:12]([NH:15][C:16](=[O:39])[C:17]3[CH:22]=[CH:21][C:20]([C:23]4[CH:28]=[CH:27][C:26]([C:29]5[NH:33][C:32]([C@@H:34]6[CH2:38][CH2:37][CH2:36][NH:35]6)=[N:31][CH:30]=5)=[CH:25][CH:24]=4)=[CH:19][CH:18]=3)=[CH:11][CH:10]=2)[CH2:4][CH2:3]1.[CH3:41][O:42][C:43]([NH:45][C@@H:46]([CH:50]([CH3:52])[CH3:51])[C:47](O)=[O:48])=[O:44].CN(C(ON1N=NC2C=CC=CC1=2)=[N+](C)C)C.F[P-](F)(F)(F)(F)F.CN1CCOCC1. The yield is 0.900. The catalyst is CN(C=O)C.O. (9) The reactants are Cl[C:2]1[CH:7]=[C:6](/[CH:8]=[CH:9]/[CH:10]([C:15]2[CH:20]=[C:19]([Cl:21])[CH:18]=[C:17]([Cl:22])[CH:16]=2)[C:11]([F:14])([F:13])[F:12])[CH:5]=[CH:4][C:3]=1[CH2:23][NH2:24].[C:25](OC(=O)C)(=[O:27])[CH3:26]. The catalyst is C(Cl)Cl.O. The product is [Cl:22][C:17]1[CH:16]=[C:15]([CH:10]([C:11]([F:14])([F:12])[F:13])/[CH:9]=[CH:8]/[C:6]2[CH:7]=[CH:2][C:3]([CH2:23][NH:24][C:25](=[O:27])[CH3:26])=[CH:4][CH:5]=2)[CH:20]=[C:19]([Cl:21])[CH:18]=1. The yield is 0.600.